Dataset: HIV replication inhibition screening data with 41,000+ compounds from the AIDS Antiviral Screen. Task: Binary Classification. Given a drug SMILES string, predict its activity (active/inactive) in a high-throughput screening assay against a specified biological target. (1) The molecule is Cc1cc(S(=O)(=O)Nc2nc(N)nc(N3N=CCC3C)n2)c(S)cc1Cl. The result is 1 (active). (2) The molecule is O=C1CCc2ccccc2O1. The result is 0 (inactive). (3) The molecule is CSC1=C(C(=O)Nc2ccc(C)cc2)C(=N)NC1=O. The result is 0 (inactive). (4) The molecule is CC(=O)OC(C=Cc1ccccc1)=C(OC(C)C)C1=C(c2ccccc2)SCCCSC1=O. The result is 0 (inactive). (5) The molecule is COc1ccc(-c2c3c(n(C4OC(CO)C(O)C(O)C4O)c(=S)c2C#N)CCC3)cc1. The result is 0 (inactive).